The task is: Predict the product of the given reaction.. This data is from Forward reaction prediction with 1.9M reactions from USPTO patents (1976-2016). Given the reactants [C:1]([O:5][C:6]([C:8]1([C:14]2[CH:23]=[CH:22][C:17]([C:18]([O:20]C)=[O:19])=[CH:16][CH:15]=2)[CH2:13][CH2:12][CH2:11][CH2:10][CH2:9]1)=[O:7])([CH3:4])([CH3:3])[CH3:2].[Li+].[OH-].O, predict the reaction product. The product is: [C:1]([O:5][C:6]([C:8]1([C:14]2[CH:15]=[CH:16][C:17]([C:18]([OH:20])=[O:19])=[CH:22][CH:23]=2)[CH2:13][CH2:12][CH2:11][CH2:10][CH2:9]1)=[O:7])([CH3:4])([CH3:2])[CH3:3].